Task: Predict the reaction yield, written as a fraction of the theoretical maximum amount of product (1.0 means a 100% yield; for example, 0.34 means a 34% yield).. Dataset: Reaction yield outcomes from USPTO patents with 853,638 reactions (1) The reactants are CC(P(C(C)(C)C)[C:6]1[C:11]([C:12]2C=CC=[CH:14][CH:13]=2)=[CH:10][CH:9]=[CH:8][CH:7]=1)(C)C.[C:22]1([C:28]#[C:29][P:30](=[O:35])([OH:34])[O:31][CH2:32][CH3:33])[CH:27]=[CH:26][CH:25]=[CH:24][CH:23]=1.C(C1C=CC=CC=1)C#C. The catalyst is [Au].ClC(Cl)C. The product is [CH2:32]([O:31][P:30]1(=[O:34])[CH:29]=[C:28]([C:22]2[CH:23]=[CH:24][CH:25]=[CH:26][CH:27]=2)[CH:14]=[C:13]([CH2:12][C:11]2[CH:6]=[CH:7][CH:8]=[CH:9][CH:10]=2)[O:35]1)[CH3:33]. The yield is 0.700. (2) The reactants are Cl[C:2]1[CH:7]=[CH:6][C:5]([N+:8]([O-:10])=[O:9])=[CH:4][N:3]=1.[CH3:11][NH:12][CH3:13]. The catalyst is CO. The product is [CH3:11][N:12]([CH3:13])[C:2]1[CH:7]=[CH:6][C:5]([N+:8]([O-:10])=[O:9])=[CH:4][N:3]=1. The yield is 0.940. (3) The reactants are [NH2:1][C:2]1[CH:23]=[CH:22][C:5]([O:6][C:7]2[N:12]=[CH:11][N:10]=[C:9]([NH:13][C:14]3[CH:19]=[CH:18][C:17]([S:20][CH3:21])=[CH:16][CH:15]=3)[CH:8]=2)=[CH:4][CH:3]=1.[C:24]1([N:30]=[C:31]=[O:32])[CH:29]=[CH:28][CH:27]=[CH:26][CH:25]=1.O. The catalyst is CN(C)C=O.C(OCC)(=O)C.CCCCCC. The product is [CH3:21][S:20][C:17]1[CH:18]=[CH:19][C:14]([NH:13][C:9]2[N:10]=[CH:11][N:12]=[C:7]([O:6][C:5]3[CH:22]=[CH:23][C:2]([NH:1][C:31]([NH:30][C:24]4[CH:29]=[CH:28][CH:27]=[CH:26][CH:25]=4)=[O:32])=[CH:3][CH:4]=3)[CH:8]=2)=[CH:15][CH:16]=1. The yield is 0.940. (4) The product is [Br:1][C:2]1[CH:11]=[C:10]2[C:5]([CH2:6][CH2:7][C:8](=[CH2:13])[C:9]2([CH3:16])[OH:12])=[CH:4][CH:3]=1. The reactants are [Br:1][C:2]1[CH:11]=[C:10]2[C:5]([CH2:6][CH2:7][C:8](=[CH2:13])[C:9]2=[O:12])=[CH:4][CH:3]=1.[Cl-].[NH4+].[CH2:16]1COCC1. No catalyst specified. The yield is 0.420. (5) The reactants are FC(F)(F)C(O)=O.[BH4-].[Na+].[Cl:10][C:11]1[CH:16]=[CH:15][C:14]([C:17]2[S:18][CH:19]=[C:20]([CH2:22][C:23]#[N:24])[N:21]=2)=[CH:13][CH:12]=1.O. The catalyst is O1CCCC1. The product is [Cl:10][C:11]1[CH:12]=[CH:13][C:14]([C:17]2[S:18][CH:19]=[C:20]([CH2:22][CH2:23][NH2:24])[N:21]=2)=[CH:15][CH:16]=1. The yield is 0.0400. (6) The reactants are [F:1][C:2]1[CH:3]=[C:4]2[C:8](=[CH:9][CH:10]=1)[NH:7][C:6](=[O:11])[CH2:5]2.[CH3:12][C:13]([CH3:15])=O.N1CCCCC1. The catalyst is CO. The product is [F:1][C:2]1[CH:3]=[C:4]2[C:8](=[CH:9][CH:10]=1)[NH:7][C:6](=[O:11])[C:5]2=[C:13]([CH3:15])[CH3:12]. The yield is 0.680.